From a dataset of Full USPTO retrosynthesis dataset with 1.9M reactions from patents (1976-2016). Predict the reactants needed to synthesize the given product. (1) Given the product [C:1]12([C:11]3[CH:16]=[C:15]([Br:17])[C:14]4[O:18][C:20]([CH3:21])=[N:19][C:13]=4[CH:12]=3)[CH2:2][CH:3]3[CH2:9][CH:7]([CH2:6][CH:5]([CH2:4]3)[CH2:10]1)[CH2:8]2, predict the reactants needed to synthesize it. The reactants are: [C:1]12([C:11]3[CH:16]=[C:15]([Br:17])[C:14]([OH:18])=[C:13]([NH2:19])[CH:12]=3)[CH2:10][CH:5]3[CH2:6][CH:7]([CH2:9][CH:3]([CH2:4]3)[CH2:2]1)[CH2:8]2.[C:20]1(C)C=CC(S(O)(=O)=O)=C[CH:21]=1. (2) Given the product [CH3:9][C:4]1[CH:3]=[C:2]([CH:7]=[CH:6][C:5]=1[OH:8])[C:10]#[N:11], predict the reactants needed to synthesize it. The reactants are: I[C:2]1[CH:7]=[CH:6][C:5]([OH:8])=[C:4]([CH3:9])[CH:3]=1.[C:10]([Cu])#[N:11]. (3) Given the product [F:14][C:15]1[CH:16]=[CH:17][C:18]([C:21]2([N:28]3[CH2:12][CH2:11][CH2:10][CH2:9][CH2:8]3)[CH2:26][CH:25]3[CH2:27][CH:22]2[CH2:23][CH2:24]3)=[CH:19][CH:20]=1, predict the reactants needed to synthesize it. The reactants are: C(=O)([O-])[O-].[K+].[K+].Br[CH2:8][CH2:9][CH2:10][CH2:11][CH2:12]Br.[F:14][C:15]1[CH:20]=[CH:19][C:18]([C:21]2([NH2:28])[CH2:26][CH:25]3[CH2:27][CH:22]2[CH2:23][CH2:24]3)=[CH:17][CH:16]=1. (4) Given the product [Br:1][C:2]1[CH:3]=[C:4]2[C:8](=[CH:9][CH:10]=1)[N:7]([C:16]([O:15][C:12]([CH3:14])([CH3:13])[CH3:11])=[O:17])[N:6]=[CH:5]2, predict the reactants needed to synthesize it. The reactants are: [Br:1][C:2]1[CH:3]=[C:4]2[C:8](=[CH:9][CH:10]=1)[NH:7][N:6]=[CH:5]2.[CH3:11][C:12]([O:15][C:16](O[C:16]([O:15][C:12]([CH3:14])([CH3:13])[CH3:11])=[O:17])=[O:17])([CH3:14])[CH3:13].C(N(CC)CC)C. (5) Given the product [CH2:1]([N:8]([CH:9]1[CH2:10][N:11]([C:13]2[CH:14]=[CH:15][C:16]([N+:19]([O-:21])=[O:20])=[CH:17][CH:18]=2)[CH2:12]1)[CH2:39][C@H:37]([OH:38])[CH2:36][O:35][C:25]1[C:26]2[C:27]3[C:32](=[CH:31][CH:30]=[CH:29][CH:28]=3)[NH:33][C:34]=2[CH:22]=[CH:23][CH:24]=1)[C:2]1[CH:3]=[CH:4][CH:5]=[CH:6][CH:7]=1, predict the reactants needed to synthesize it. The reactants are: [CH2:1]([NH:8][CH:9]1[CH2:12][N:11]([C:13]2[CH:18]=[CH:17][C:16]([N+:19]([O-:21])=[O:20])=[CH:15][CH:14]=2)[CH2:10]1)[C:2]1[CH:7]=[CH:6][CH:5]=[CH:4][CH:3]=1.[CH:22]1[C:34]2[NH:33][C:32]3[C:27](=[CH:28][CH:29]=[CH:30][CH:31]=3)[C:26]=2[C:25]([O:35][CH:36]2[O:38][C@H:37]2[CH3:39])=[CH:24][CH:23]=1. (6) Given the product [OH:1][C:2]1[C:3]([O:19][CH3:20])=[C:4]([CH2:5][CH2:6][C:7]([OH:15])=[O:8])[CH:16]=[CH:17][CH:18]=1, predict the reactants needed to synthesize it. The reactants are: [OH:1][C:2]1[C:3]([O:19][CH3:20])=[C:4]([CH:16]=[CH:17][CH:18]=1)[CH2:5][CH:6]1C(=O)OC(C)(C)[O:8][C:7]1=[O:15].O.C(OCC)(=O)C.